Dataset: Forward reaction prediction with 1.9M reactions from USPTO patents (1976-2016). Task: Predict the product of the given reaction. (1) Given the reactants Br[C:2]1[CH:9]=[CH:8][C:5]([C:6]#[N:7])=[C:4]([CH3:10])[CH:3]=1.C1(C)C=CC=CC=1P(C1C=CC=CC=1C)C1C=CC=CC=1C.[C:33]([OH:37])(=[O:36])[CH:34]=[CH2:35].C(N(CC)CC)C, predict the reaction product. The product is: [C:6]([C:5]1[CH:8]=[CH:9][C:2](/[CH:35]=[CH:34]/[C:33]([OH:37])=[O:36])=[CH:3][C:4]=1[CH3:10])#[N:7]. (2) Given the reactants C(OC(=O)[NH:7][C@H:8]([C:24]#[N:25])[CH2:9][C:10]1[CH:15]=[CH:14][C:13]([C:16]2[CH:21]=[CH:20][C:19]([C:22]#[N:23])=[CH:18][CH:17]=2)=[CH:12][CH:11]=1)(C)(C)C, predict the reaction product. The product is: [NH2:7][C@H:8]([C:24]#[N:25])[CH2:9][C:10]1[CH:11]=[CH:12][C:13]([C:16]2[CH:21]=[CH:20][C:19]([C:22]#[N:23])=[CH:18][CH:17]=2)=[CH:14][CH:15]=1. (3) Given the reactants [NH2:1][C:2]1[CH:3]=[C:4]([CH:15]=[CH:16][C:17]=1[O:18][CH3:19])[C:5]([O:7][CH2:8][C:9]1[CH:14]=[CH:13][CH:12]=[CH:11][CH:10]=1)=[O:6].[CH3:20][S:21](Cl)(=[O:23])=[O:22], predict the reaction product. The product is: [CH3:19][O:18][C:17]1[CH:16]=[CH:15][C:4]([C:5]([O:7][CH2:8][C:9]2[CH:14]=[CH:13][CH:12]=[CH:11][CH:10]=2)=[O:6])=[CH:3][C:2]=1[NH:1][S:21]([CH3:20])(=[O:23])=[O:22].